From a dataset of Acute oral toxicity (LD50) regression data from Zhu et al.. Regression/Classification. Given a drug SMILES string, predict its toxicity properties. Task type varies by dataset: regression for continuous values (e.g., LD50, hERG inhibition percentage) or binary classification for toxic/non-toxic outcomes (e.g., AMES mutagenicity, cardiotoxicity, hepatotoxicity). Dataset: ld50_zhu. (1) The molecule is NC(=O)c1ccc([N+](=O)[O-])cc1. The rat oral LD50 is 2.54, given as -log10 of the dose in mol/kg body weight (higher means more acutely toxic). (2) The drug is CC(=O)C(Cl)C(=O)N(C)C. The rat oral LD50 is 2.52, given as -log10 of the dose in mol/kg body weight (higher means more acutely toxic). (3) The compound is CCC(CC)CN. The rat oral LD50 is 2.41, given as -log10 of the dose in mol/kg body weight (higher means more acutely toxic). (4) The drug is O=C1OCCO1. The rat oral LD50 is 0.945, given as -log10 of the dose in mol/kg body weight (higher means more acutely toxic). (5) The drug is C=CCOC(=O)C(=C)C. The rat oral LD50 is 2.47, given as -log10 of the dose in mol/kg body weight (higher means more acutely toxic). (6) The drug is Oc1c(Cl)cc(Cl)c(Cl)c1Cc1c(O)c(Cl)cc(Cl)c1Cl. The rat oral LD50 is 3.86, given as -log10 of the dose in mol/kg body weight (higher means more acutely toxic). (7) The compound is ClCCN(CCCl)CCCl. The rat oral LD50 is 4.61, given as -log10 of the dose in mol/kg body weight (higher means more acutely toxic). (8) The molecule is C=CC(=O)OCCOc1ccccc1. The rat oral LD50 is 1.57, given as -log10 of the dose in mol/kg body weight (higher means more acutely toxic).